Predict the product of the given reaction. From a dataset of Forward reaction prediction with 1.9M reactions from USPTO patents (1976-2016). (1) Given the reactants [Cl:1][C:2]1[CH:7]=[CH:6][C:5]([CH2:8][CH2:9][NH2:10])=[CH:4][CH:3]=1.Cl[C:12]1[CH:17]=[C:16]([C:18]2[CH:23]=[CH:22][CH:21]=[C:20]([CH3:24])[C:19]=2[CH3:25])[N:15]=[C:14]([NH2:26])[N:13]=1, predict the reaction product. The product is: [Cl:1][C:2]1[CH:7]=[CH:6][C:5]([CH2:8][CH2:9][NH:10][C:12]2[CH:17]=[C:16]([C:18]3[CH:23]=[CH:22][CH:21]=[C:20]([CH3:24])[C:19]=3[CH3:25])[N:15]=[C:14]([NH2:26])[N:13]=2)=[CH:4][CH:3]=1. (2) Given the reactants IC1C2C(=CC(C(F)(F)F)=CC=2)NC=1.[F:15][C:16]1[CH:24]=[C:23]2[C:19]([C:20]([C:25]3[CH:26]=[N:27][N:28]([CH2:30][CH2:31][C:32]([OH:34])=O)[CH:29]=3)=[CH:21][NH:22]2)=[CH:18][CH:17]=1.[CH3:35][N:36]([CH3:40])[CH2:37][CH2:38][NH2:39], predict the reaction product. The product is: [CH3:35][N:36]([CH3:40])[CH2:37][CH2:38][NH:39][C:32](=[O:34])[CH2:31][CH2:30][N:28]1[CH:29]=[C:25]([C:20]2[C:19]3[C:23](=[CH:24][C:16]([F:15])=[CH:17][CH:18]=3)[NH:22][CH:21]=2)[CH:26]=[N:27]1. (3) Given the reactants [CH3:1][C:2]1[C:3]([N+:10]([O-:12])=[O:11])=[C:4]([CH:7]=[CH:8][CH:9]=1)[CH2:5]Br.CCO.[C-:16]#[N:17].[K+], predict the reaction product. The product is: [CH3:1][C:2]1[C:3]([N+:10]([O-:12])=[O:11])=[C:4]([CH:7]=[CH:8][CH:9]=1)[CH2:5][C:16]#[N:17]. (4) Given the reactants C([O:3][C:4]([C:6]1([NH:11][C:12]([CH:14]2[CH2:18][CH:17]([O:19][C:20]3[C:29]4[C:24](=[CH:25][CH:26]=[CH:27][CH:28]=4)[N:23]=[C:22]([C:30]4[CH:35]=[CH:34][CH:33]=[CH:32][CH:31]=4)[N:21]=3)[CH2:16][CH:15]2[C:36](=[O:45])[N:37]([CH2:39][CH2:40][CH2:41][CH2:42][CH:43]=[CH2:44])[CH3:38])=[O:13])[CH2:8][CH:7]1[CH:9]=[CH2:10])=[O:5])C.[Li+].[OH-], predict the reaction product. The product is: [CH2:39]([N:37]([CH3:38])[C:36]([CH:15]1[CH2:16][CH:17]([O:19][C:20]2[C:29]3[C:24](=[CH:25][CH:26]=[CH:27][CH:28]=3)[N:23]=[C:22]([C:30]3[CH:35]=[CH:34][CH:33]=[CH:32][CH:31]=3)[N:21]=2)[CH2:18][CH:14]1[C:12]([NH:11][C:6]1([C:4]([OH:5])=[O:3])[CH2:8][CH:7]1[CH:9]=[CH2:10])=[O:13])=[O:45])[CH2:40][CH2:41][CH2:42][CH:43]=[CH2:44]. (5) Given the reactants [CH:1]12[C:13](=[O:14])[O:12][C:10](=[O:11])[CH:2]1[CH:3]1[C:8](=[O:9])[O:7][C:5](=[O:6])[CH:4]12.[CH:15]1[CH:28]=[C:27]2[C:18]([CH:19]=[C:20]3[C:25](=[CH:26]2)[CH:24]=[CH:23][C:22]([CH2:29][CH2:30][CH2:31][C:32]([OH:34])=[O:33])=[CH:21]3)=[CH:17][CH:16]=1, predict the reaction product. The product is: [CH:2]12[C:10](=[O:11])[O:12][C:13](=[O:14])[CH:1]1[CH:4]1[C:5](=[O:6])[O:7][C:8](=[O:9])[CH:3]12.[CH:15]1[CH:28]=[C:27]2[C:18]([CH:19]=[C:20]3[C:25](=[CH:26]2)[CH:24]=[CH:23][C:22]([CH2:29][CH2:30][CH2:31][C:32]([OH:34])=[O:33])=[CH:21]3)=[CH:17][CH:16]=1. (6) Given the reactants [OH-].[Na+].[CH2:3]([N:5]1[C:13]2[C:8](=[CH:9][C:10]([C:14]3[NH:15][C:16]4[N:17]([N:21]=[C:22]([CH3:29])[C:23]=4[C:24]([O:26]CC)=[O:25])[C:18](=[O:20])[CH:19]=3)=[CH:11][CH:12]=2)[CH:7]=[N:6]1)[CH3:4], predict the reaction product. The product is: [CH2:3]([N:5]1[C:13]2[C:8](=[CH:9][C:10]([C:14]3[NH:15][C:16]4[N:17]([N:21]=[C:22]([CH3:29])[C:23]=4[C:24]([OH:26])=[O:25])[C:18](=[O:20])[CH:19]=3)=[CH:11][CH:12]=2)[CH:7]=[N:6]1)[CH3:4].